Dataset: Peptide-MHC class II binding affinity with 134,281 pairs from IEDB. Task: Regression. Given a peptide amino acid sequence and an MHC pseudo amino acid sequence, predict their binding affinity value. This is MHC class II binding data. (1) The peptide sequence is EKKYFAATQHEPLAA. The MHC is HLA-DQA10501-DQB10201 with pseudo-sequence HLA-DQA10501-DQB10201. The binding affinity (normalized) is 0.463. (2) The peptide sequence is EKKYMAATQFEPLAA. The MHC is DRB1_0701 with pseudo-sequence DRB1_0701. The binding affinity (normalized) is 0.559. (3) The peptide sequence is FVHLGHRDNIEDDLL. The MHC is DRB5_0101 with pseudo-sequence DRB5_0101. The binding affinity (normalized) is 0.210. (4) The peptide sequence is GILQAYDLRDAPETP. The MHC is DRB1_0802 with pseudo-sequence DRB1_0802. The binding affinity (normalized) is 0.578. (5) The peptide sequence is NVWEVKSSKPLVGPF. The MHC is DRB1_1201 with pseudo-sequence DRB1_1201. The binding affinity (normalized) is 0.262. (6) The peptide sequence is VTLRIRNVRFSDEGG. The MHC is DRB1_0405 with pseudo-sequence DRB1_0405. The binding affinity (normalized) is 0.276.